From a dataset of Forward reaction prediction with 1.9M reactions from USPTO patents (1976-2016). Predict the product of the given reaction. Given the reactants [Cl:1][C:2]1[CH:7]=[CH:6][CH:5]=[C:4]([Cl:8])[C:3]=1[CH2:9][CH:10]([CH3:34])[C:11]([C:13]1[C:14](=[O:33])[N:15](CC2C=CC(OC)=CC=2)[C:16]([O:22][CH3:23])=[C:17]([O:20][CH3:21])[C:18]=1[OH:19])=[O:12], predict the reaction product. The product is: [Cl:1][C:2]1[CH:7]=[CH:6][CH:5]=[C:4]([Cl:8])[C:3]=1[CH2:9][CH:10]([CH3:34])[C:11]([C:13]1[C:14](=[O:33])[NH:15][C:16]([O:22][CH3:23])=[C:17]([O:20][CH3:21])[C:18]=1[OH:19])=[O:12].